Dataset: Kir2.1 potassium channel HTS with 301,493 compounds. Task: Binary Classification. Given a drug SMILES string, predict its activity (active/inactive) in a high-throughput screening assay against a specified biological target. (1) The drug is S(=O)(=O)(Nc1ccc(cc1)C(=O)NCc1ncccc1)C. The result is 0 (inactive). (2) The result is 0 (inactive). The drug is S(CC(=O)N1CCc2c1cccc2)c1n(c(nn1)CNc1scc(n1)c1ccccc1)C.